From a dataset of Peptide-MHC class I binding affinity with 185,985 pairs from IEDB/IMGT. Regression. Given a peptide amino acid sequence and an MHC pseudo amino acid sequence, predict their binding affinity value. This is MHC class I binding data. (1) The peptide sequence is IMECSRMLDT. The MHC is HLA-A68:02 with pseudo-sequence HLA-A68:02. The binding affinity (normalized) is 0. (2) The peptide sequence is MSAPPAEYK. The MHC is HLA-A68:01 with pseudo-sequence HLA-A68:01. The binding affinity (normalized) is 0.921. (3) The peptide sequence is DHLKEKSSL. The MHC is HLA-A02:11 with pseudo-sequence HLA-A02:11. The binding affinity (normalized) is 0.0847. (4) The peptide sequence is AVGVVCTGL. The MHC is HLA-B18:01 with pseudo-sequence HLA-B18:01. The binding affinity (normalized) is 0.0847.